Task: Predict the reactants needed to synthesize the given product.. Dataset: Retrosynthesis with 50K atom-mapped reactions and 10 reaction types from USPTO Given the product NC(=O)[C@H](CC1CC1)NC(=O)c1ccc(N2CC(F)(F)C2)c(OCC2CC2)n1, predict the reactants needed to synthesize it. The reactants are: NC(=O)[C@@H](N)CC1CC1.O=C(O)c1ccc(N2CC(F)(F)C2)c(OCC2CC2)n1.